Dataset: Full USPTO retrosynthesis dataset with 1.9M reactions from patents (1976-2016). Task: Predict the reactants needed to synthesize the given product. (1) Given the product [CH3:15][O:16][C:17](=[O:23])[CH:18]([CH2:7][C:8]1[CH:13]=[CH:12][CH:11]=[CH:10][CH:9]=1)[C:19](=[O:22])[CH2:20][CH3:21], predict the reactants needed to synthesize it. The reactants are: C(=O)([O-])[O-].[K+].[K+].[CH2:7](Br)[C:8]1[CH:13]=[CH:12][CH:11]=[CH:10][CH:9]=1.[CH3:15][O:16][C:17](=[O:23])[CH2:18][C:19](=[O:22])[CH2:20][CH3:21]. (2) The reactants are: [Cl:1][C:2]1[CH:7]=[CH:6][C:5]([C@H:8]([C:19]2[CH:24]=[CH:23][C:22]([N:25]3[CH2:30][CH2:29][CH:28](C(O)=O)[CH2:27][CH2:26]3)=[CH:21][CH:20]=2)[CH2:9][C:10]([C:12]2[CH:17]=[CH:16][N:15]=[C:14]([CH3:18])[CH:13]=2)=O)=[C:4]([CH3:34])[CH:3]=1.Cl.[NH2:36][OH:37].[C:38](=[O:41])([O-])[OH:39].[Na+]. Given the product [Cl:1][C:2]1[CH:7]=[CH:6][C:5]([C@H:8]([C:19]2[CH:20]=[CH:21][C:22]([N:25]3[CH2:30][CH2:29][CH:28]([C:38]([OH:39])=[O:41])[CH2:27][CH2:26]3)=[CH:23][CH:24]=2)[CH2:9]/[C:10](=[N:36]\[OH:37])/[C:12]2[CH:17]=[CH:16][N:15]=[C:14]([CH3:18])[CH:13]=2)=[C:4]([CH3:34])[CH:3]=1, predict the reactants needed to synthesize it.